Dataset: Full USPTO retrosynthesis dataset with 1.9M reactions from patents (1976-2016). Task: Predict the reactants needed to synthesize the given product. (1) The reactants are: C(P(CC1C=CC=C(CP(C(C)(C)C)C(C)(C)C)N=1)C(C)(C)C)(C)(C)C.[C:27](#[N:31])[C:28]([CH3:30])=[CH2:29].[NH2:32][C:33]1[CH:38]=[CH:37][CH:36]=[CH:35][CH:34]=1. Given the product [NH:32]([CH2:29][CH:28]([C:27]#[N:31])[CH3:30])[C:33]1[CH:38]=[CH:37][CH:36]=[CH:35][CH:34]=1, predict the reactants needed to synthesize it. (2) Given the product [CH:1]1([C:4]2[C:13]([CH:14]3[CH2:16][CH2:15]3)=[CH:12][C:7]([CH2:8][OH:9])=[C:6]([O:17][CH2:18][CH3:19])[CH:5]=2)[CH2:2][CH2:3]1, predict the reactants needed to synthesize it. The reactants are: [CH:1]1([C:4]2[C:13]([CH:14]3[CH2:16][CH2:15]3)=[CH:12][C:7]([C:8](OC)=[O:9])=[C:6]([O:17][CH2:18][CH3:19])[CH:5]=2)[CH2:3][CH2:2]1.[H-].[Al+3].[Li+].[H-].[H-].[H-].O.[OH-].[Na+]. (3) Given the product [CH2:24]([O:31][C:32]1[CH:47]=[C:46]([C:9]2[CH:10]=[N:11][CH:12]=[CH:13][CH:14]=2)[CH:45]=[CH:44][C:33]=1[C:34]([O:36][CH2:37][C:38]1[CH:39]=[CH:40][CH:41]=[CH:42][CH:43]=1)=[O:35])[C:25]1[CH:26]=[CH:27][CH:28]=[CH:29][CH:30]=1, predict the reactants needed to synthesize it. The reactants are: CC1(C)C(C)(C)OB([C:9]2[CH:10]=[N:11][CH:12]=[CH:13][CH:14]=2)O1.P([O-])([O-])([O-])=O.[K+].[K+].[K+].[CH2:24]([O:31][C:32]1[CH:47]=[C:46](Cl)[CH:45]=[CH:44][C:33]=1[C:34]([O:36][CH2:37][C:38]1[CH:43]=[CH:42][CH:41]=[CH:40][CH:39]=1)=[O:35])[C:25]1[CH:30]=[CH:29][CH:28]=[CH:27][CH:26]=1.C(O)(=O)CC(CC(O)=O)(C(O)=O)O. (4) Given the product [NH2:1][C:2]1[C:7]2=[C:8]([C:14]3[S:15][C:16]4[C:22]([O:23][CH3:24])=[CH:21][C:20]([CH3:25])=[CH:19][C:17]=4[CH:18]=3)[C:9]([C:11]([N:27]([CH3:28])[CH3:26])=[O:12])=[CH:10][N:6]2[N:5]=[CH:4][N:3]=1, predict the reactants needed to synthesize it. The reactants are: [NH2:1][C:2]1[C:7]2=[C:8]([C:14]3[S:15][C:16]4[C:22]([O:23][CH3:24])=[CH:21][C:20]([CH3:25])=[CH:19][C:17]=4[CH:18]=3)[C:9]([C:11](O)=[O:12])=[CH:10][N:6]2[N:5]=[CH:4][N:3]=1.[CH3:26][N:27](C(ON1N=NC2C=CC=CC1=2)=[N+](C)C)[CH3:28].[B-](F)(F)(F)F.CCN(C(C)C)C(C)C.CNC.C1COCC1.